This data is from Forward reaction prediction with 1.9M reactions from USPTO patents (1976-2016). The task is: Predict the product of the given reaction. (1) Given the reactants Cl[CH2:2][C:3]([N:5]1[C@@H:9]([C:10]#[CH:11])[CH2:8][CH2:7][C@H:6]1[C:12]#[N:13])=[O:4].[CH:14]1([NH2:17])[CH2:16][CH2:15]1, predict the reaction product. The product is: [CH:14]1([NH:17][CH2:2][C:3]([N:5]2[C@@H:9]([C:10]#[CH:11])[CH2:8][CH2:7][C@H:6]2[C:12]#[N:13])=[O:4])[CH2:16][CH2:15]1. (2) Given the reactants [CH3:1][O:2][C:3](=[O:36])[C@@H:4]([NH:25][C:26](=[O:35])[C:27]1[CH:32]=[C:31]([Cl:33])[CH:30]=[CH:29][C:28]=1[NH2:34])[CH2:5][C:6]1[CH:11]=[CH:10][C:9]([C:12]2[CH:17]=[CH:16][CH:15]=[CH:14][C:13]=2[O:18][C:19]2[CH:24]=[CH:23][CH:22]=[CH:21][CH:20]=2)=[CH:8][CH:7]=1.N1C=CC=CC=1.[CH3:43][N:44]([CH3:59])[C:45]1[CH:54]=[CH:53][CH:52]=[C:51]2[C:46]=1[CH:47]=[CH:48][CH:49]=[C:50]2[S:55](Cl)(=[O:57])=[O:56], predict the reaction product. The product is: [CH3:1][O:2][C:3](=[O:36])[C@@H:4]([NH:25][C:26](=[O:35])[C:27]1[CH:32]=[C:31]([Cl:33])[CH:30]=[CH:29][C:28]=1[NH:34][S:55]([C:50]1[C:51]2[C:46](=[C:45]([N:44]([CH3:59])[CH3:43])[CH:54]=[CH:53][CH:52]=2)[CH:47]=[CH:48][CH:49]=1)(=[O:57])=[O:56])[CH2:5][C:6]1[CH:7]=[CH:8][C:9]([C:12]2[CH:17]=[CH:16][CH:15]=[CH:14][C:13]=2[O:18][C:19]2[CH:24]=[CH:23][CH:22]=[CH:21][CH:20]=2)=[CH:10][CH:11]=1.